This data is from CYP3A4 inhibition data for predicting drug metabolism from PubChem BioAssay. The task is: Regression/Classification. Given a drug SMILES string, predict its absorption, distribution, metabolism, or excretion properties. Task type varies by dataset: regression for continuous measurements (e.g., permeability, clearance, half-life) or binary classification for categorical outcomes (e.g., BBB penetration, CYP inhibition). Dataset: cyp3a4_veith. (1) The compound is CCOC(=O)c1cnn(CCOC(=O)C(C)(C)C)c1NC(=O)C(C)(C)C. The result is 1 (inhibitor). (2) The drug is Cc1noc(C)c1-c1cc(N2CCN(C)CC2)ncn1. The result is 0 (non-inhibitor). (3) The result is 1 (inhibitor). The molecule is COc1ccc(CC(=O)Nc2cccc(-c3nnc(-c4ccco4)o3)c2)cc1. (4) The drug is CCCC1C(=O)N(c2ccccc2)C1c1ccccc1. The result is 0 (non-inhibitor). (5) The drug is O=C(N[C@@]1(C(=O)O)C[C@@H]1c1ccccc1)c1ccccc1. The result is 0 (non-inhibitor).